Task: Predict the product of the given reaction.. Dataset: Forward reaction prediction with 1.9M reactions from USPTO patents (1976-2016) (1) Given the reactants [CH3:1][O:2][C:3]1[CH:19]=[CH:18][C:6]([C:7]([CH:9]2[CH2:13][C:12](=[CH2:14])[CH2:11][CH:10]2[C:15](=[O:17])[CH3:16])=O)=[CH:5][CH:4]=1.C[O-].[Na+].CO, predict the reaction product. The product is: [CH3:1][O:2][C:3]1[CH:19]=[CH:18][C:6]([C:7]2[CH:9]3[CH:10]([CH2:11][C:12](=[CH2:14])[CH2:13]3)[C:15](=[O:17])[CH:16]=2)=[CH:5][CH:4]=1. (2) The product is: [NH2:7][CH2:8][C:9]1[O:10][C:11]([C:14]2[CH:15]=[C:16]3[C:21](=[CH:22][CH:23]=2)[N:20]=[CH:19][N:18]=[C:17]3[NH:24][C:25]2[CH:30]=[CH:29][C:28]([O:31][CH2:32][C:33]3[CH:38]=[CH:37][CH:36]=[C:35]([F:39])[CH:34]=3)=[C:27]([Cl:40])[CH:26]=2)=[CH:12][CH:13]=1. Given the reactants C(OC(=O)[NH:7][CH2:8][C:9]1[O:10][C:11]([C:14]2[CH:15]=[C:16]3[C:21](=[CH:22][CH:23]=2)[N:20]=[CH:19][N:18]=[C:17]3[NH:24][C:25]2[CH:30]=[CH:29][C:28]([O:31][CH2:32][C:33]3[CH:38]=[CH:37][CH:36]=[C:35]([F:39])[CH:34]=3)=[C:27]([Cl:40])[CH:26]=2)=[CH:12][CH:13]=1)(C)(C)C.C(O)(C(F)(F)F)=O, predict the reaction product. (3) Given the reactants Cl.[CH:2]1([C:5]2[C:6]([O:16][CH2:17][CH:18]3[CH2:23][CH2:22][NH:21][CH2:20][CH2:19]3)=[CH:7][C:8]([F:15])=[C:9]([CH:14]=2)[C:10]([O:12][CH3:13])=[O:11])[CH2:4][CH2:3]1.CCN(C(C)C)C(C)C.[Cl:33][C:34]1[C:35]([F:46])=[C:36]([CH:39]=[C:40]([C:42]([F:45])([F:44])[F:43])[CH:41]=1)[CH:37]=O.C(O[BH-](OC(=O)C)OC(=O)C)(=O)C.[Na+], predict the reaction product. The product is: [Cl:33][C:34]1[C:35]([F:46])=[C:36]([CH2:37][N:21]2[CH2:20][CH2:19][CH:18]([CH2:17][O:16][C:6]3[C:5]([CH:2]4[CH2:4][CH2:3]4)=[CH:14][C:9]([C:10]([O:12][CH3:13])=[O:11])=[C:8]([F:15])[CH:7]=3)[CH2:23][CH2:22]2)[CH:39]=[C:40]([C:42]([F:44])([F:45])[F:43])[CH:41]=1. (4) Given the reactants [H-].[Al+3].[Li+].[H-].[H-].[H-].[C:7]([O:11][C:12](=[O:48])[CH2:13][CH:14]([NH:21][S:22]([C:25]1[CH:30]=[CH:29][C:28]([NH:31][C:32](=[O:34])[CH3:33])=[CH:27][C:26]=1[O:35][CH2:36][CH2:37][C:38]1[C:47]2[C:42](=[CH:43][CH:44]=[CH:45][CH:46]=2)[CH:41]=[CH:40][CH:39]=1)(=[O:24])=[O:23])[C:15](N(OC)C)=[O:16])([CH3:10])([CH3:9])[CH3:8].OS([O-])(=O)=O.[K+].Cl, predict the reaction product. The product is: [C:7]([O:11][C:12](=[O:48])[CH2:13][CH:14]([NH:21][S:22]([C:25]1[CH:30]=[CH:29][C:28]([NH:31][C:32](=[O:34])[CH3:33])=[CH:27][C:26]=1[O:35][CH2:36][CH2:37][C:38]1[C:47]2[C:42](=[CH:43][CH:44]=[CH:45][CH:46]=2)[CH:41]=[CH:40][CH:39]=1)(=[O:23])=[O:24])[CH:15]=[O:16])([CH3:8])([CH3:9])[CH3:10]. (5) Given the reactants [C:1]([C:3]1[N:8]=[CH:7][C:6]2[C:9]([C:28]([O:30]C)=O)=[N:10][N:11]([C:12]3[CH:17]=[CH:16][CH:15]=[C:14]([C:18]#[C:19][C@:20]4([OH:27])[CH2:24][CH2:23][N:22]([CH3:25])[C:21]4=[O:26])[CH:13]=3)[C:5]=2[CH:4]=1)#[N:2].[NH3:32], predict the reaction product. The product is: [C:1]([C:3]1[N:8]=[CH:7][C:6]2[C:9]([C:28]([NH2:32])=[O:30])=[N:10][N:11]([C:12]3[CH:17]=[CH:16][CH:15]=[C:14]([C:18]#[C:19][C@:20]4([OH:27])[CH2:24][CH2:23][N:22]([CH3:25])[C:21]4=[O:26])[CH:13]=3)[C:5]=2[CH:4]=1)#[N:2]. (6) Given the reactants CN.C1C=CC2N(O)N=[N:9][C:7]=2C=1.CC1(C)[O:18][C@@H:17]([CH2:19][C:20]([OH:22])=O)[C:16](=[O:23])O1.CCN=C=NCCCN(C)C.Cl.[Cl:37][C:38]1[S:45][CH:44]2[CH:40]([NH:41][C:42]([C:46]([NH:48][C@@H:49]3[CH2:57][C:56]4[C:51](=[CH:52][CH:53]=[CH:54][CH:55]=4)[C@H:50]3[NH:58][CH3:59])=[O:47])=[CH:43]2)[C:39]=1[Cl:60].C(N(CC)CC)C, predict the reaction product. The product is: [Cl:37][C:38]1[S:45][C:44]2[CH:43]=[C:42]([C:46]([NH:48][C@@H:49]3[CH2:57][C:56]4[C:51](=[CH:52][CH:53]=[CH:54][CH:55]=4)[C@H:50]3[N:58]([CH3:59])[C:16](=[O:23])[C@@H:17]([OH:18])[CH2:19][C:20]([NH:9][CH3:7])=[O:22])=[O:47])[NH:41][C:40]=2[C:39]=1[Cl:60].